This data is from Forward reaction prediction with 1.9M reactions from USPTO patents (1976-2016). The task is: Predict the product of the given reaction. Given the reactants [F:1][C:2]([F:12])([F:11])[O:3][C:4]1[CH:10]=[CH:9][C:7]([NH2:8])=[CH:6][CH:5]=1.[S-:13][C:14]#[N:15].[K+].BrBr.[OH-].[NH4+], predict the reaction product. The product is: [F:1][C:2]([F:11])([F:12])[O:3][C:4]1[CH:10]=[CH:9][C:7]2[N:8]=[C:14]([NH2:15])[S:13][C:6]=2[CH:5]=1.